From a dataset of Catalyst prediction with 721,799 reactions and 888 catalyst types from USPTO. Predict which catalyst facilitates the given reaction. (1) Reactant: C[Si]([N-][Si](C)(C)C)(C)C.[K+].[Br:11][C:12]1[C:13](Cl)=[N:14][CH:15]=[C:16]([CH:31]=1)[C:17]([NH:19][C:20]1[CH:25]=[CH:24][C:23]([O:26][C:27]([F:30])([F:29])[F:28])=[CH:22][CH:21]=1)=[O:18].[O:33]1[CH2:38][CH2:37][CH:36]([C:39]#[N:40])[CH2:35][CH2:34]1. Product: [Br:11][C:12]1[C:13]([C:36]2([C:39]#[N:40])[CH2:37][CH2:38][O:33][CH2:34][CH2:35]2)=[N:14][CH:15]=[C:16]([CH:31]=1)[C:17]([NH:19][C:20]1[CH:25]=[CH:24][C:23]([O:26][C:27]([F:30])([F:29])[F:28])=[CH:22][CH:21]=1)=[O:18]. The catalyst class is: 1. (2) Reactant: [Br:1][C:2]1[C:3]([CH2:15]Br)=[C:4]([C:10]([O:13][CH3:14])=[CH:11][CH:12]=1)[C:5]([O:7]CC)=O.[CH3:17][N:18]1[CH:22]=[C:21]([C:23]2[CH:28]=[CH:27][C:26]([CH2:29][NH2:30])=[CH:25][CH:24]=2)[CH:20]=[N:19]1.C(=O)([O-])[O-].[K+].[K+].O. Product: [Br:1][C:2]1[CH:12]=[CH:11][C:10]([O:13][CH3:14])=[C:4]2[C:3]=1[CH2:15][N:30]([CH2:29][C:26]1[CH:25]=[CH:24][C:23]([C:21]3[CH:20]=[N:19][N:18]([CH3:17])[CH:22]=3)=[CH:28][CH:27]=1)[C:5]2=[O:7]. The catalyst class is: 8. (3) Reactant: [NH2:1][C@@H:2]([CH2:27][C:28]1[CH:33]=[CH:32][CH:31]=[CH:30][CH:29]=1)[C@@H:3]([OH:26])[CH2:4][C@@H:5]([NH:13][C:14]([C@@H:16]([NH:21][C:22](=[O:25])[O:23][CH3:24])[C:17]([CH3:20])([CH3:19])[CH3:18])=[O:15])[CH2:6][C:7]1[CH:12]=[CH:11][CH:10]=[CH:9][CH:8]=1.FC(F)(F)C(O)=O.[CH3:41][C@@H:42]([CH2:64][CH3:65])[C@H:43]([N:47]1[CH2:51][CH2:50][N:49]([CH2:52][C:53]2[C:62]3[C:57](=[CH:58][CH:59]=[CH:60][CH:61]=3)[N:56]=[CH:55][CH:54]=2)[C:48]1=[O:63])[C:44](O)=[O:45].CCN=C=NCCCN(C)C.C1C=CC2N(O)N=NC=2C=1.CN1CCOCC1. Product: [CH2:6]([C@H:5]([NH:13][C:14]([C@@H:16]([NH:21][C:22](=[O:25])[O:23][CH3:24])[C:17]([CH3:20])([CH3:19])[CH3:18])=[O:15])[CH2:4][C@H:3]([OH:26])[C@@H:2]([NH:1][C:44](=[O:45])[C@@H:43]([N:47]1[CH2:51][CH2:50][N:49]([CH2:52][C:53]2[C:62]3[C:57](=[CH:58][CH:59]=[CH:60][CH:61]=3)[N:56]=[CH:55][CH:54]=2)[C:48]1=[O:63])[CH:42]([CH3:41])[CH2:64][CH3:65])[CH2:27][C:28]1[CH:29]=[CH:30][CH:31]=[CH:32][CH:33]=1)[C:7]1[CH:12]=[CH:11][CH:10]=[CH:9][CH:8]=1. The catalyst class is: 3. (4) Reactant: [CH2:1]([C:5]1[CH2:10][CH:9]([CH3:11])[C:8]([CH:13]([OH:15])[CH3:14])([CH3:12])[CH2:7][CH:6]=1)[CH:2]([CH3:4])[CH3:3].[Cr](O[Cr]([O-])(=O)=O)([O-])(=O)=O.[NH+]1C=CC=CC=1.[NH+]1C=CC=CC=1.Cl. Product: [CH2:1]([C:5]1[CH2:10][CH:9]([CH3:11])[C:8]([C:13](=[O:15])[CH3:14])([CH3:12])[CH2:7][CH:6]=1)[CH:2]([CH3:4])[CH3:3]. The catalyst class is: 9. (5) Reactant: Cl[C:2]1[CH:7]=[CH:6][C:5]([N+:8]([O-:10])=[O:9])=[CH:4][N:3]=1.Cl.[N:12]1[CH:17]=[CH:16][C:15](=[O:18])[CH2:14][CH:13]=1.C(N(CC)CC)C.CCOC(C)=O. Product: [N+:8]([C:5]1[CH:6]=[CH:7][C:2]([N:12]2[CH2:17][CH2:16][C:15](=[O:18])[CH2:14][CH2:13]2)=[N:3][CH:4]=1)([O-:10])=[O:9]. The catalyst class is: 2. (6) Reactant: [NH2:1][C:2]1[CH:3]=[N:4][CH:5]=[CH:6][C:7]=1[N:8]1[CH2:13][C@H:12]([C:14]([F:17])([F:16])[F:15])[C@@H:11]([O:18][Si:19]([C:22]([CH3:25])([CH3:24])[CH3:23])([CH3:21])[CH3:20])[C@H:10]([NH:26][C:27](=[O:33])[O:28][C:29]([CH3:32])([CH3:31])[CH3:30])[CH2:9]1.[C:34]([O:38][C:39]([NH:41][C:42]1[O:50][C:49]2[C:44](=[N:45][CH:46]=[CH:47][CH:48]=2)[C:43]=1[C:51](O)=[O:52])=[O:40])([CH3:37])([CH3:36])[CH3:35].CCN(C(C)C)C(C)C.CN(C(ON1N=NC2C=CC=NC1=2)=[N+](C)C)C.F[P-](F)(F)(F)(F)F. Product: [C:29]([O:28][C:27]([NH:26][C@H:10]1[C@H:11]([O:18][Si:19]([C:22]([CH3:25])([CH3:24])[CH3:23])([CH3:21])[CH3:20])[C@@H:12]([C:14]([F:17])([F:16])[F:15])[CH2:13][N:8]([C:7]2[CH:6]=[CH:5][N:4]=[CH:3][C:2]=2[NH:1][C:51]([C:43]2[C:44]3=[N:45][CH:46]=[CH:47][CH:48]=[C:49]3[O:50][C:42]=2[NH:41][C:39](=[O:40])[O:38][C:34]([CH3:36])([CH3:35])[CH3:37])=[O:52])[CH2:9]1)=[O:33])([CH3:32])([CH3:31])[CH3:30]. The catalyst class is: 26. (7) Product: [F:1][C:2]1[CH:3]=[C:4]([N:5]=[N+:16]=[N-:17])[CH:6]=[C:7]([F:9])[CH:8]=1. Reactant: [F:1][C:2]1[CH:3]=[C:4]([CH:6]=[C:7]([F:9])[CH:8]=1)[NH2:5].Cl.[N+]([O-])([O-])=O.[Na+].[N-:16]=[N+:17]=[N-].[Na+]. The catalyst class is: 6. (8) Reactant: [CH2:1]([NH:8][C:9]1[C:18]2[CH2:17]C[CH2:15][CH2:14][C:13]=2[N:12]=[C:11]([Cl:19])[N:10]=1)[C:2]1[CH:7]=[CH:6][CH:5]=[CH:4][CH:3]=1.C([N-]C(C)C)(C)C.[Li+].C(NC1C2C[O:56]CCC=2N=C(N2C3C=CC=C(C#N)C=3C=C2C)N=1)C1C=CC=CC=1. Product: [CH2:1]([NH:8][C:9]1[C:18]2[CH2:17][O:56][CH2:15][CH2:14][C:13]=2[N:12]=[C:11]([Cl:19])[N:10]=1)[C:2]1[CH:7]=[CH:6][CH:5]=[CH:4][CH:3]=1. The catalyst class is: 7. (9) Reactant: C(NC(C)C)(C)C.[Li]C(C)(C)C.[Br:13][C:14]1[CH:22]=[CH:21][C:20]([C:23]([O:25][CH3:26])=[O:24])=[C:19]2[C:15]=1[CH:16]=[CH:17][N:18]2[S:27]([C:30]1[CH:36]=[CH:35][C:33]([CH3:34])=[CH:32][CH:31]=1)(=[O:29])=[O:28].[I:37]I. Product: [Br:13][C:14]1[CH:22]=[CH:21][C:20]([C:23]([O:25][CH3:26])=[O:24])=[C:19]2[C:15]=1[CH:16]=[C:17]([I:37])[N:18]2[S:27]([C:30]1[CH:31]=[CH:32][C:33]([CH3:34])=[CH:35][CH:36]=1)(=[O:29])=[O:28]. The catalyst class is: 773.